Dataset: Forward reaction prediction with 1.9M reactions from USPTO patents (1976-2016). Task: Predict the product of the given reaction. (1) Given the reactants [F:1][CH:2]([F:35])[O:3][C:4]1[CH:5]=[C:6]([N:14]([CH2:28][C:29]2[CH:30]=[N:31][CH:32]=[CH:33][CH:34]=2)[C:15]2[CH:16]=[C:17]([CH:21]3[NH:25][C:24](=[O:26])[NH:23][C:22]3=O)[CH:18]=[CH:19][CH:20]=2)[CH:7]=[CH:8][C:9]=1[O:10][CH:11]([F:13])[F:12].[H-].[H-].[H-].[H-].[Li+].[Al+3], predict the reaction product. The product is: [F:35][CH:2]([F:1])[O:3][C:4]1[CH:5]=[C:6]([N:14]([CH2:28][C:29]2[CH:30]=[N:31][CH:32]=[CH:33][CH:34]=2)[C:15]2[CH:16]=[C:17]([CH:21]3[CH2:22][NH:23][C:24](=[O:26])[NH:25]3)[CH:18]=[CH:19][CH:20]=2)[CH:7]=[CH:8][C:9]=1[O:10][CH:11]([F:13])[F:12]. (2) Given the reactants [Br:1][C:2]1[N:7]=[CH:6][C:5]2[C:8](I)=[CH:9][N:10]([CH:11]([CH3:13])[CH3:12])[C:4]=2[CH:3]=1.[CH3:15][C:16]1[CH:17]=[N:18][N:19]([CH:34]2[CH2:39][CH2:38][CH2:37][CH2:36][O:35]2)[C:20]=1[Sn](CCCC)(CCCC)CCCC.O1CCOCC1, predict the reaction product. The product is: [Br:1][C:2]1[N:7]=[CH:6][C:5]2[C:8]([C:20]3[N:19]([CH:34]4[CH2:39][CH2:38][CH2:37][CH2:36][O:35]4)[N:18]=[CH:17][C:16]=3[CH3:15])=[CH:9][N:10]([CH:11]([CH3:13])[CH3:12])[C:4]=2[CH:3]=1. (3) Given the reactants Cl[C:2]1[N:7]=[CH:6][C:5]([O:8][CH2:9][CH2:10][C@H:11]([CH:13]2[CH2:18][CH2:17][N:16]([C:19]3[O:23][N:22]=[C:21]([CH:24]([CH3:26])[CH3:25])[N:20]=3)[CH2:15][CH2:14]2)[CH3:12])=[CH:4][N:3]=1.Cl.C1C2C(COC(=O)[NH:44][C@H:45]3[C@H:49]([C:50]4[CH:55]=[CH:54][CH:53]=[CH:52][C:51]=4[F:56])[CH2:48][NH:47][CH2:46]3)C3C(=CC=CC=3)C=2C=CC=1.C1CCN2C(=NCCC2)CC1, predict the reaction product. The product is: [F:56][C:51]1[CH:52]=[CH:53][CH:54]=[CH:55][C:50]=1[C@H:49]1[CH2:48][N:47]([C:2]2[N:7]=[CH:6][C:5]([O:8][CH2:9][CH2:10][C@H:11]([CH:13]3[CH2:18][CH2:17][N:16]([C:19]4[O:23][N:22]=[C:21]([CH:24]([CH3:26])[CH3:25])[N:20]=4)[CH2:15][CH2:14]3)[CH3:12])=[CH:4][N:3]=2)[CH2:46][C@@H:45]1[NH2:44]. (4) Given the reactants [Si:1](Cl)([C:4]([CH3:7])([CH3:6])[CH3:5])([CH3:3])[CH3:2].[Cl:9][C:10]1[N:15]=[C:14]([NH:16][CH2:17][CH2:18][CH2:19][OH:20])[C:13]([F:21])=[CH:12][N:11]=1.C(N(CC)CC)C, predict the reaction product. The product is: [Si:1]([O:20][CH2:19][CH2:18][CH2:17][NH:16][C:14]1[C:13]([F:21])=[CH:12][N:11]=[C:10]([Cl:9])[N:15]=1)([C:4]([CH3:7])([CH3:6])[CH3:5])([CH3:3])[CH3:2].